From a dataset of Catalyst prediction with 721,799 reactions and 888 catalyst types from USPTO. Predict which catalyst facilitates the given reaction. Reactant: [CH:1]([NH:4][C:5]([C:7]1[C:15]2[C:10](=[N:11][CH:12]=[C:13](Br)[N:14]=2)[N:9]([CH2:17][O:18][CH2:19][CH2:20][Si:21]([CH3:24])([CH3:23])[CH3:22])[CH:8]=1)=[O:6])([CH3:3])[CH3:2].[C:25]([Si:29]([CH3:55])([CH3:54])[O:30][C:31]1[CH:32]=[C:33]2[C:37](=[CH:38][CH:39]=1)[N:36]([CH3:40])[N:35]=[C:34]2[Sn](CCCC)(CCCC)CCCC)([CH3:28])([CH3:27])[CH3:26]. Product: [CH:1]([NH:4][C:5]([C:7]1[C:15]2[C:10](=[N:11][CH:12]=[C:13]([C:34]3[C:33]4[C:37](=[CH:38][CH:39]=[C:31]([O:30][Si:29]([C:25]([CH3:27])([CH3:26])[CH3:28])([CH3:54])[CH3:55])[CH:32]=4)[N:36]([CH3:40])[N:35]=3)[N:14]=2)[N:9]([CH2:17][O:18][CH2:19][CH2:20][Si:21]([CH3:24])([CH3:23])[CH3:22])[CH:8]=1)=[O:6])([CH3:3])[CH3:2]. The catalyst class is: 441.